Binary Classification. Given a miRNA mature sequence and a target amino acid sequence, predict their likelihood of interaction. From a dataset of Experimentally validated miRNA-target interactions with 360,000+ pairs, plus equal number of negative samples. (1) The miRNA is mmu-let-7a-5p with sequence UGAGGUAGUAGGUUGUAUAGUU. The protein sequence of the target gene is MERECEESVVVAVVTEPRFTQRYRDYLEEQKLLDRLHRVAKLRDGAVALPVLAESLSEQHLQELRDRVAPGSTCVLTRLPDPLPSKKARVRSPAQILCLEVRRWVEDRGVTWSAELEADLPRSWQRHGDLMLLSEDCFQATLWKGLEPELWETVASALGVQRLAKRGRVLPDGTRTPSVTLLLGDHGWVEHMDNGIRYKFDVTQCMFSFGNITEKLRVASLSCAGEVLVDLYAGIGYFTLPFLVHAGAAFVHACEWNPHAVVALRNNLEINGVADRCQIHFGDNRKLKLSDIADRVNLGL.... Result: 0 (no interaction). (2) The miRNA is hsa-miR-6800-3p with sequence CACCUCUCCUGGCAUCGCCCC. The protein sequence of the target gene is MADEEMDGAERMDVSPEPPLAPQRPASWWDQQVDFYTAFLHHLAQLVPEIYFAEMDPDLEKQEESVQMSILTPLEWYLFGEDPDICLEKLKHSGAFQLCGKVFKSGETTYSCRDCAIDPTCVLCMDCFQSSVHKNHRYKMHTSTGGGFCDCGDTEAWKTGPFCVDHEPGRAGTTKESLHCPLNEEVIAQARRIFPSVIKYIVEMTIWEEEKELPPELQIREKNERYYCVLFNDEHHSYDHVIYSLQRALDCELAEAQLHTTAIDKEGRRAVKAGVYATCQEAKEDIKSHSENVSQHPLHV.... Result: 0 (no interaction). (3) The miRNA is hsa-miR-3660 with sequence ACUGACAGGAGAGCAUUUUGA. The protein sequence of the target gene is MAQRLLLRRFLASVISRKPSQGQWPPLTSRALQTPQCSPGGLTVTPNPARTIYTTRISLTTFNIQDGPDFQDRVVNSETPVVVDFHAQWCGPCKILGPRLEKMVAKQHGKVVMAKVDIDDHTDLAIEYEVSAVPTVLAMKNGDVVDKFVGIKDEDQLEAFLKKLIG. Result: 0 (no interaction). (4) The miRNA is hsa-miR-3912-3p with sequence UAACGCAUAAUAUGGACAUGU. The protein sequence of the target gene is MWRIYPRLRDRWRGLLDRRLSDPTVSVWPGPAPQPPARAYVPPTERKRFYQNVSISQGEGGFEINLDHRKLKTPQAKLFTVPSEALAIAVATEWDSQQDTIKFYTMHLTTLCNTSLDNPTQRSKDQLIRAAVKFLDTDTICYRVEEPETLVELQKNEWDPVIEWAEKRYGMEIGSSTSIMGPSIPTQTREVLTSHLSSYNMWALQGIEFVVAQLKSMLLTLGLIDLRLTVEQAVLLSRLEEEYQIQKWGNIEWAHDYELQELRARTAAGTLFVHLCSESSTVKHKLLQE. Result: 0 (no interaction). (5) The miRNA is hsa-miR-297 with sequence AUGUAUGUGUGCAUGUGCAUG. The protein sequence of the target gene is MDQPSGRSFMQVLCEKYSPENFPYRRGPGVGVHVPATPQGSPMKDRLNLPSVLVLNSCGITCAGDEREIAAFCAHVSELDLSDNKLQDWHEVSKIVSNVPQLEFLNLSSNPLSLSVLERTCAGSFSGVRKLVLNNSKASWETVHTILQELPELEELFLCLNDYETVSCPSVCCHSLKLLHITDNNLQDWTEIRKLGVMFPSLDTLVLANNHLNAIEEPADSLARLFPNLRSISLHKSGLQSWEDIDKLNSFPKLEEVRLLGIPLLQPYTTEERRKLVVARLPSVSKLNGSVVTDGEREDS.... Result: 0 (no interaction). (6) The miRNA is hsa-miR-3677-3p with sequence CUCGUGGGCUCUGGCCACGGCC. The protein sequence of the target gene is MSGGKYVDSEGHLYTVPIREQGNIYKPNNKAMADEVTEKQVYDAHTKEIDLVNRDPKHLNDDVVKIDFEDVIAEPEGTHSFDGIWKASFTTFTVTKYWFYRLLSTIFGIPMALIWGIYFAILSFLHIWAVVPCIKSFLIEIQCISRVYSIYVHTFCDPLFEAIGKIFSNIRISTQKEI. Result: 0 (no interaction). (7) The miRNA is hsa-miR-2053 with sequence GUGUUAAUUAAACCUCUAUUUAC. The protein sequence of the target gene is MMWSNFFLQEENRRRGAAGRRRAHGQGRSGLTPEREGKVKLALLLAAVGATLAVLSVGTEFWVELNTYKANGSAVCEAAHLGLWKACTKRLWQADVPVDRDTCGPAELPGEANCTYFKFFTTGENARIFQRTTKKEVNLAAAVIAVLGLAVMALGCLCIIMVLSKGAEFLLRVGAVCFGLSGLLLLVSLEVFRHSVRALLQRVSPEPPPAPRLTYEYSWSLGCGVGAGLILLLGAGCFLLLTLPSWPWGSLCPKRGHRAT. Result: 1 (interaction).